Predict which catalyst facilitates the given reaction. From a dataset of Catalyst prediction with 721,799 reactions and 888 catalyst types from USPTO. (1) Reactant: [Br:1][C:2]1[C:7]([I:8])=[CH:6][CH:5]=[CH:4][C:3]=1[OH:9].CN(C=O)C.C([O-])([O-])=O.[K+].[K+].Br[CH:22]1[CH2:27][CH2:26][CH2:25][CH2:24][CH2:23]1. Product: [Br:1][C:2]1[C:7]([I:8])=[CH:6][CH:5]=[CH:4][C:3]=1[O:9][CH:22]1[CH2:27][CH2:26][CH2:25][CH2:24][CH2:23]1. The catalyst class is: 6. (2) Reactant: C[C:2]([C:4]1[CH:9]=[C:8]([O:10][CH3:11])[C:7]([Cl:12])=[CH:6][C:5]=1[O:13][CH3:14])=[O:3].S([O-])(O)=[O:16].[Na+]. Product: [CH3:14][O:13][C:5]1[CH:6]=[C:7]([Cl:12])[C:8]([O:10][CH3:11])=[CH:9][C:4]=1[C:2]([OH:3])=[O:16]. The catalyst class is: 12. (3) Reactant: [Si]([O:8][CH:9]([C:33]1[CH:38]=[CH:37][C:36]([F:39])=[CH:35][CH:34]=1)[CH2:10][CH2:11][CH:12]1[C:15](=[O:16])[N:14]([C:17]2[CH:24]=[CH:23][C:20]([C:21]#[N:22])=[CH:19][CH:18]=2)[CH:13]1[C:25]1[CH:30]=[CH:29][C:28]([O:31][CH3:32])=[CH:27][CH:26]=1)(C(C)(C)C)(C)C.C(O)(=O)C.[F-].C([N+](CCCC)(CCCC)CCCC)CCC. Product: [F:39][C:36]1[CH:35]=[CH:34][C:33]([CH:9]([OH:8])[CH2:10][CH2:11][CH:12]2[C:15](=[O:16])[N:14]([C:17]3[CH:24]=[CH:23][C:20]([C:21]#[N:22])=[CH:19][CH:18]=3)[CH:13]2[C:25]2[CH:26]=[CH:27][C:28]([O:31][CH3:32])=[CH:29][CH:30]=2)=[CH:38][CH:37]=1. The catalyst class is: 7. (4) Reactant: Br[C:2]1[CH2:10][CH2:9][C:5]2[S:6][CH:7]=[CH:8][C:4]=2[CH:3]=1.C([Li])(C)(C)C.C([O:19][B:20](OC(C)C)[O:21]C(C)C)(C)C.Cl. Product: [S:6]1[CH:7]=[CH:8][C:4]2[CH:3]=[C:2]([B:20]([OH:21])[OH:19])[CH2:10][CH2:9][C:5]1=2. The catalyst class is: 61.